Predict the reactants needed to synthesize the given product. From a dataset of Full USPTO retrosynthesis dataset with 1.9M reactions from patents (1976-2016). Given the product [Cl:11][CH2:12][C:13](=[O:26])[CH2:14][O:15][C:16]1[CH:21]=[CH:20][CH:19]=[C:18]([C:22]([F:23])([F:24])[F:25])[CH:17]=1, predict the reactants needed to synthesize it. The reactants are: [O-]Cl.[Na+].[Na+].[Br-].C([O-])(O)=O.[Na+].[Cl:11][CH2:12][CH:13]([OH:26])[CH2:14][O:15][C:16]1[CH:21]=[CH:20][CH:19]=[C:18]([C:22]([F:25])([F:24])[F:23])[CH:17]=1.